This data is from Forward reaction prediction with 1.9M reactions from USPTO patents (1976-2016). The task is: Predict the product of the given reaction. (1) Given the reactants [C:1]1([C:7]2[NH:11][N:10]=[C:9]([C:12]([NH:14][CH2:15][C:16]([OH:18])=O)=[O:13])[CH:8]=2)[CH:6]=[CH:5][CH:4]=[CH:3][CH:2]=1.CCN(C(C)C)C(C)C.C1C=CC2N(O)N=NC=2C=1.CCN=C=NCCCN(C)C.Cl.Cl.Cl.[NH:52]1[CH2:57][CH2:56][CH:55]([NH:58][C:59]2[CH:64]=[CH:63][CH:62]=[CH:61][C:60]=2[CH3:65])[CH2:54][CH2:53]1, predict the reaction product. The product is: [O:18]=[C:16]([N:52]1[CH2:57][CH2:56][CH:55]([NH:58][C:59]2[CH:64]=[CH:63][CH:62]=[CH:61][C:60]=2[CH3:65])[CH2:54][CH2:53]1)[CH2:15][NH:14][C:12]([C:9]1[CH:8]=[C:7]([C:1]2[CH:2]=[CH:3][CH:4]=[CH:5][CH:6]=2)[NH:11][N:10]=1)=[O:13]. (2) Given the reactants [NH2:1][C@H:2]([C:6]([OH:8])=[O:7])[CH:3]([CH3:5])[CH3:4].C([O-])([O-])=O.[Na+].[Na+].[C:15](Cl)([O:17][CH2:18][C:19]1[CH:24]=[CH:23][CH:22]=[CH:21][CH:20]=1)=[O:16], predict the reaction product. The product is: [C:15]([NH:1][C@H:2]([C:6]([OH:8])=[O:7])[CH:3]([CH3:5])[CH3:4])([O:17][CH2:18][C:19]1[CH:24]=[CH:23][CH:22]=[CH:21][CH:20]=1)=[O:16]. (3) Given the reactants [CH3:1][O:2][C:3]1[CH:4]=[C:5](B(O)O)[CH:6]=[CH:7][CH:8]=1.[C:12]([O:16][C:17]([N:19]1[CH2:24][CH:23]=[C:22](OS(C(F)(F)F)(=O)=O)[CH2:21][CH2:20]1)=[O:18])([CH3:15])([CH3:14])[CH3:13], predict the reaction product. The product is: [C:12]([O:16][C:17]([N:19]1[CH2:20][CH:21]=[C:22]([C:5]2[CH:6]=[CH:7][CH:8]=[C:3]([O:2][CH3:1])[CH:4]=2)[CH2:23][CH2:24]1)=[O:18])([CH3:15])([CH3:13])[CH3:14]. (4) Given the reactants [CH3:1][C:2]1[CH:3]=[CH:4][C:5]([C:8]2[CH:9]=[C:10]([CH:15]=[C:16](B3OC(C)(C)C(C)(C)O3)[CH:17]=2)[C:11]([O:13][CH3:14])=[O:12])=[N:6][CH:7]=1.Br[C:28]1[CH:33]=[CH:32][CH:31]=[C:30]([F:34])[C:29]=1[F:35].C(=O)([O-])[O-].[Cs+].[Cs+].O, predict the reaction product. The product is: [F:34][C:30]1[C:29]([F:35])=[CH:28][CH:33]=[CH:32][C:31]=1[C:16]1[CH:17]=[C:8]([C:5]2[CH:4]=[CH:3][C:2]([CH3:1])=[CH:7][N:6]=2)[CH:9]=[C:10]([C:11]([O:13][CH3:14])=[O:12])[CH:15]=1. (5) Given the reactants S([O-])([O-])=O.[Na+:5].[Na+].O.C(=O)(O)[O-].[Na+].[CH3:13][C:14]1[S:18][C:17]([S:19](Cl)(=[O:21])=[O:20])=[CH:16][C:15]=1[C:23]1[CH:28]=[CH:27][C:26]([O:29][C:30]([F:33])([F:32])[F:31])=[CH:25][CH:24]=1, predict the reaction product. The product is: [Na+:5].[CH3:13][C:14]1[S:18][C:17]([S:19]([O-:21])=[O:20])=[CH:16][C:15]=1[C:23]1[CH:24]=[CH:25][C:26]([O:29][C:30]([F:33])([F:31])[F:32])=[CH:27][CH:28]=1. (6) The product is: [Br:1][C:2]1[CH:8]=[CH:7][C:5]([NH:6][NH2:11])=[C:4]([O:9][CH3:10])[CH:3]=1. Given the reactants [Br:1][C:2]1[CH:8]=[CH:7][C:5]([NH2:6])=[C:4]([O:9][CH3:10])[CH:3]=1.[N:11]([O-])=O.[Na+].O.[Sn](Cl)(Cl)(Cl)Cl, predict the reaction product.